Dataset: Catalyst prediction with 721,799 reactions and 888 catalyst types from USPTO. Task: Predict which catalyst facilitates the given reaction. (1) Reactant: [N:1]12[CH2:8][CH2:7][CH:4]([CH2:5][CH2:6]1)[C@@H:3]([O:9][C:10]([C:12]1([CH3:26])[C:25]3[CH:24]=[CH:23][CH:22]=[CH:21][C:20]=3[O:19][C:18]3[C:13]1=[CH:14][CH:15]=[CH:16][CH:17]=3)=[O:11])[CH2:2]2.[Br:27][CH2:28][CH:29]=[CH2:30]. Product: [Br-:27].[CH2:30]([N+:1]12[CH2:8][CH2:7][CH:4]([CH2:5][CH2:6]1)[C@@H:3]([O:9][C:10]([C:12]1([CH3:26])[C:13]3[CH:14]=[CH:15][CH:16]=[CH:17][C:18]=3[O:19][C:20]3[C:25]1=[CH:24][CH:23]=[CH:22][CH:21]=3)=[O:11])[CH2:2]2)[CH:29]=[CH2:28]. The catalyst class is: 1. (2) Reactant: Br[CH2:2][C:3]1[CH:12]=[CH:11][C:10]([O:13][C:14]2[CH:19]=[CH:18][C:17]([N+:20]([O-:22])=[O:21])=[CH:16][C:15]=2[Cl:23])=[CH:9][C:4]=1[C:5](OC)=[O:6].[CH3:24][NH2:25].O1CCCC1. Product: [Cl:23][C:15]1[CH:16]=[C:17]([N+:20]([O-:22])=[O:21])[CH:18]=[CH:19][C:14]=1[O:13][C:10]1[CH:9]=[C:4]2[C:3]([CH2:2][N:25]([CH3:24])[C:5]2=[O:6])=[CH:12][CH:11]=1. The catalyst class is: 7. (3) Reactant: [CH3:1][S:2][C:3]1[N:8]=[CH:7][C:6]([OH:9])=[CH:5][N:4]=1.C([O-])([O-])=O.[K+].[K+].Cl[C:17]([F:27])([F:26])C(C1C=CC=CC=1)=O.CCOC(C)=O. Product: [F:26][CH:17]([F:27])[O:9][C:6]1[CH:5]=[N:4][C:3]([S:2][CH3:1])=[N:8][CH:7]=1. The catalyst class is: 144. (4) Reactant: [CH:1]1([CH2:4][O:5][C:6]2[CH:11]=[CH:10][C:9]([N+:12]([O-])=O)=[C:8]([C:15]([F:18])([F:17])[F:16])[CH:7]=2)[CH2:3][CH2:2]1. Product: [CH:1]1([CH2:4][O:5][C:6]2[CH:11]=[CH:10][C:9]([NH2:12])=[C:8]([C:15]([F:16])([F:17])[F:18])[CH:7]=2)[CH2:3][CH2:2]1. The catalyst class is: 8. (5) Reactant: [CH2:1]([NH:8][C:9]([C:11]1([C:14]2[CH:19]=[CH:18][C:17]([CH2:20][OH:21])=[CH:16][CH:15]=2)[CH2:13][CH2:12]1)=O)[CH2:2][CH2:3][CH2:4][CH2:5][CH2:6][CH3:7].[BH4-].[Na+].B(F)(F)F.Cl. Product: [CH2:1]([NH:8][CH2:9][C:11]1([C:14]2[CH:19]=[CH:18][C:17]([CH2:20][OH:21])=[CH:16][CH:15]=2)[CH2:12][CH2:13]1)[CH2:2][CH2:3][CH2:4][CH2:5][CH2:6][CH3:7]. The catalyst class is: 7.